Dataset: Forward reaction prediction with 1.9M reactions from USPTO patents (1976-2016). Task: Predict the product of the given reaction. (1) Given the reactants Cl.[Cl:2][CH2:3][C@H:4]1[CH2:8][CH2:7][C@@H:6]([CH2:9][Cl:10])[N:5]1[C:11]1[CH:16]=[CH:15][CH:14]=[CH:13][C:12]=1[O:17][CH3:18], predict the reaction product. The product is: [Cl:10][CH2:9][C@H:6]1[CH2:7][CH2:8][C@@H:4]([CH2:3][Cl:2])[N:5]1[C:11]1[CH:16]=[CH:15][CH:14]=[CH:13][C:12]=1[O:17][CH3:18]. (2) Given the reactants Br[CH:2]1[CH2:5][CH2:4][CH2:3]1.[CH3:6][O:7][C:8](=[O:19])[C:9]1[CH:14]=[C:13]([CH:15]=[O:16])[CH:12]=[C:11]([CH3:17])[C:10]=1[OH:18].O, predict the reaction product. The product is: [CH3:6][O:7][C:8](=[O:19])[C:9]1[CH:14]=[C:13]([CH:15]=[O:16])[CH:12]=[C:11]([CH3:17])[C:10]=1[O:18][CH:2]1[CH2:5][CH2:4][CH2:3]1. (3) The product is: [ClH:19].[C:25]([N:4]1[CH2:5][CH2:6][N:1]([C:7]([O:9][C:10]([CH3:13])([CH3:12])[CH3:11])=[O:8])[CH2:2][CH2:3]1)(=[NH:20])[NH2:27]. Given the reactants [N:1]1([C:7]([O:9][C:10]([CH3:13])([CH3:12])[CH3:11])=[O:8])[CH2:6][CH2:5][NH:4][CH2:3][CH2:2]1.CN(C=O)C.[ClH:19].[N:20]1([C:25]([NH2:27])=O)C=CC=N1.C(NC(C)C)(C)C, predict the reaction product. (4) The product is: [ClH:55].[NH2:46][CH2:45][C@H:42]1[CH2:43][CH2:44][C@H:39]([C:37]([NH:36][C@H:21]([C:22](=[O:35])[NH:23][C:24]2[CH:29]=[CH:28][C:27]([C:30]3[NH:34][N:33]=[N:32][N:31]=3)=[CH:26][CH:25]=2)[CH2:20][C:17]2[CH:16]=[CH:15][C:14]([C:11]3[CH:12]=[CH:13][C:8]([C:6]([NH:5][CH:1]4[CH2:2][CH2:3][CH2:4]4)=[O:7])=[CH:9][C:10]=3[CH3:54])=[CH:19][CH:18]=2)=[O:38])[CH2:40][CH2:41]1. Given the reactants [CH:1]1([NH:5][C:6]([C:8]2[CH:13]=[CH:12][C:11]([C:14]3[CH:19]=[CH:18][C:17]([CH2:20][C@H:21]([NH:36][C:37]([C@H:39]4[CH2:44][CH2:43][C@H:42]([CH2:45][NH:46]C(=O)OC(C)(C)C)[CH2:41][CH2:40]4)=[O:38])[C:22](=[O:35])[NH:23][C:24]4[CH:29]=[CH:28][C:27]([C:30]5[NH:34][N:33]=[N:32][N:31]=5)=[CH:26][CH:25]=4)=[CH:16][CH:15]=3)=[C:10]([CH3:54])[CH:9]=2)=[O:7])[CH2:4][CH2:3][CH2:2]1.[ClH:55], predict the reaction product. (5) Given the reactants [Br:1][C:2]1[S:6][C:5]([C:7](O)([CH3:9])[CH3:8])=[N:4][CH:3]=1.[SH:11][CH2:12][CH2:13][C:14]([O:16][CH3:17])=[O:15], predict the reaction product. The product is: [Br:1][C:2]1[S:6][C:5]([C:7]([S:11][CH2:12][CH2:13][C:14]([O:16][CH3:17])=[O:15])([CH3:9])[CH3:8])=[N:4][CH:3]=1. (6) Given the reactants Cl.[NH2:2][C@@H:3]([CH2:33][C:34]1[CH:39]=[CH:38][CH:37]=[CH:36][N:35]=1)[C:4]([N:6]1[CH2:11][CH2:10][CH:9]([N:12]2[N:21]=[C:20]([C:22]3[CH:27]=[CH:26][C:25]([O:28][CH3:29])=[C:24]([O:30][CH3:31])[CH:23]=3)[C@@H:19]3[C@@H:14]([CH2:15][CH2:16][CH2:17][CH2:18]3)[C:13]2=[O:32])[CH2:8][CH2:7]1)=[O:5].[CH:40]1([CH2:43][O:44][C:45]2[CH:53]=[CH:52][C:48]3[O:49][CH2:50][O:51][C:47]=3[C:46]=2[C:54]2[C:55]3[NH:62][CH:61]=[C:60]([C:63](O)=[O:64])[C:56]=3[N:57]=[CH:58][N:59]=2)[CH2:42][CH2:41]1.CCOC(C(C#N)=NOC(N1CCOCC1)=[N+](C)C)=O.F[P-](F)(F)(F)(F)F.CCN(C(C)C)C(C)C.C(=O)(O)[O-].[Na+], predict the reaction product. The product is: [CH:40]1([CH2:43][O:44][C:45]2[CH:53]=[CH:52][C:48]3[O:49][CH2:50][O:51][C:47]=3[C:46]=2[C:54]2[C:55]3[NH:62][CH:61]=[C:60]([C:63]([NH:2][C@@H:3]([CH2:33][C:34]4[CH:39]=[CH:38][CH:37]=[CH:36][N:35]=4)[C:4]([N:6]4[CH2:7][CH2:8][CH:9]([N:12]5[N:21]=[C:20]([C:22]6[CH:27]=[CH:26][C:25]([O:28][CH3:29])=[C:24]([O:30][CH3:31])[CH:23]=6)[C@@H:19]6[C@@H:14]([CH2:15][CH2:16][CH2:17][CH2:18]6)[C:13]5=[O:32])[CH2:10][CH2:11]4)=[O:5])=[O:64])[C:56]=3[N:57]=[CH:58][N:59]=2)[CH2:41][CH2:42]1. (7) The product is: [NH2:1][C:4]1[CH:9]=[CH:8][C:7]([N:10]2[CH2:15][CH2:14][N:13]([C:16]([O:18][C:19]([CH3:22])([CH3:21])[CH3:20])=[O:17])[CH2:12][CH2:11]2)=[CH:6][CH:5]=1. Given the reactants [N+:1]([C:4]1[CH:9]=[CH:8][C:7]([N:10]2[CH2:15][CH2:14][N:13]([C:16]([O:18][C:19]([CH3:22])([CH3:21])[CH3:20])=[O:17])[CH2:12][CH2:11]2)=[CH:6][CH:5]=1)([O-])=O.CO, predict the reaction product.